Dataset: Full USPTO retrosynthesis dataset with 1.9M reactions from patents (1976-2016). Task: Predict the reactants needed to synthesize the given product. (1) The reactants are: [CH2:1]([O:8][C:9]1[CH:14]=[CH:13][CH:12]=[CH:11][C:10]=1[C:15]1(C(N)=O)[CH2:18][CH2:17][CH2:16]1)[C:2]1[CH:7]=[CH:6][CH:5]=[CH:4][CH:3]=1.FC(F)(F)C(OI(C1C=CC=CC=1)OC(=O)C(F)(F)F)=O.C(#[N:45])C. Given the product [CH2:1]([O:8][C:9]1[CH:14]=[CH:13][CH:12]=[CH:11][C:10]=1[C:15]1([NH2:45])[CH2:18][CH2:17][CH2:16]1)[C:2]1[CH:7]=[CH:6][CH:5]=[CH:4][CH:3]=1, predict the reactants needed to synthesize it. (2) Given the product [OH:17][CH2:16][CH2:15][CH2:14][N:10]1[CH2:9][CH2:8][CH:7]([C:1]2[CH:6]=[CH:5][CH:4]=[CH:3][CH:2]=2)[CH2:12][CH2:11]1, predict the reactants needed to synthesize it. The reactants are: [C:1]1([CH:7]2[CH2:12][CH2:11][NH:10][CH2:9][CH2:8]2)[CH:6]=[CH:5][CH:4]=[CH:3][CH:2]=1.Br[CH2:14][CH2:15][CH2:16][OH:17].C(=O)([O-])[O-].[K+].[K+]. (3) Given the product [F:1][C:2]([F:16])([F:17])[C:3]1[CH:11]=[C:10]([C:12]([F:15])([F:13])[F:14])[CH:9]=[CH:8][C:4]=1[C:5]1[CH:41]=[C:40]([CH2:39][N:38]([CH2:42][C:43]2[CH:44]=[CH:45][C:46]([S:49][C:50]([CH3:59])([CH3:58])[C:51]([O:53][C:54]([CH3:57])([CH3:56])[CH3:55])=[O:52])=[CH:47][CH:48]=2)[CH2:37][C:33]2[O:32][CH:36]=[CH:35][CH:34]=2)[O:7][N:6]=1, predict the reactants needed to synthesize it. The reactants are: [F:1][C:2]([F:17])([F:16])[C:3]1[CH:11]=[C:10]([C:12]([F:15])([F:14])[F:13])[CH:9]=[CH:8][C:4]=1[CH:5]=[N:6][OH:7].N1C=CC=CC=1.ClN1C(=O)CCC1=O.[O:32]1[CH:36]=[CH:35][CH:34]=[C:33]1[CH2:37][N:38]([CH2:42][C:43]1[CH:48]=[CH:47][C:46]([S:49][C:50]([CH3:59])([CH3:58])[C:51]([O:53][C:54]([CH3:57])([CH3:56])[CH3:55])=[O:52])=[CH:45][CH:44]=1)[CH2:39][C:40]#[CH:41].C(N(CC)CC)C.Cl. (4) Given the product [Cl:29][C:1]1[C:2]2[C:11](=[C:6]([CH3:7])[CH:5]=[CH:4][CH:3]=2)[N:10]=[C:9]2[N:17]([C:19]3[CH:28]=[CH:27][C:26]4[C:21](=[CH:22][CH:23]=[CH:24][CH:25]=4)[N:20]=3)[N:18]=[C:13]([CH3:14])[C:12]=12, predict the reactants needed to synthesize it. The reactants are: [CH3:1][C:2]1[C:11]2[N:10]=[C:9]([CH2:12][C:13](=O)[CH3:14])O[C:7](=O)[C:6]=2[CH:5]=[CH:4][CH:3]=1.[NH:17]([C:19]1[CH:28]=[CH:27][C:26]2[C:21](=[CH:22][CH:23]=[CH:24][CH:25]=2)[N:20]=1)[NH2:18].[Cl:29]C1C=CC2C(=CC=CC=2)N=1.